Dataset: Full USPTO retrosynthesis dataset with 1.9M reactions from patents (1976-2016). Task: Predict the reactants needed to synthesize the given product. (1) Given the product [CH2:1]([O:3][C:4]1[C:5]([N+:11]([O-:13])=[O:12])=[N:6][CH:7]=[C:8]([O:20][C:15]2[CH:16]=[CH:17][CH:18]=[CH:19][N:14]=2)[CH:9]=1)[CH3:2], predict the reactants needed to synthesize it. The reactants are: [CH2:1]([O:3][C:4]1[C:5]([N+:11]([O-:13])=[O:12])=[N:6][CH:7]=[C:8](F)[CH:9]=1)[CH3:2].[N:14]1[CH:19]=[CH:18][CH:17]=[CH:16][C:15]=1[OH:20].C([O-])([O-])=O.[Na+].[Na+]. (2) Given the product [CH2:4]([O:11][C:12]([N:14]1[CH2:19][CH2:18][N:17]([CH3:1])[CH2:16][CH:15]1[C:20]([C:22]1[O:23][C:24]2[CH:30]=[CH:29][C:28]([F:31])=[CH:27][C:25]=2[CH:26]=1)=[O:21])=[O:13])[C:5]1[CH:6]=[CH:7][CH:8]=[CH:9][CH:10]=1, predict the reactants needed to synthesize it. The reactants are: [CH:1](O)=O.[CH2:4]([O:11][C:12]([N:14]1[CH2:19][CH2:18][NH:17][CH2:16][CH:15]1[C:20]([C:22]1[O:23][C:24]2[CH:30]=[CH:29][C:28]([F:31])=[CH:27][C:25]=2[CH:26]=1)=[O:21])=[O:13])[C:5]1[CH:10]=[CH:9][CH:8]=[CH:7][CH:6]=1.C=O.[OH-].[Na+]. (3) Given the product [CH3:45][N:46]1[CH2:51][CH2:50][N:49]([C:11]2[N:12]=[CH:13][C:14]3[CH:20]=[C:19]([C:21]4[CH:22]=[CH:23][CH:24]=[CH:25][CH:26]=4)[C:18]([C:27]4[CH:32]=[CH:31][C:30]([C:33]5([NH:37][C:38](=[O:44])[O:39][C:40]([CH3:41])([CH3:43])[CH3:42])[CH2:36][CH2:35][CH2:34]5)=[CH:29][CH:28]=4)=[N:17][C:15]=3[N:16]=2)[CH2:48][CH2:47]1, predict the reactants needed to synthesize it. The reactants are: C(S([C:11]1[N:12]=[CH:13][C:14]2[CH:20]=[C:19]([C:21]3[CH:26]=[CH:25][CH:24]=[CH:23][CH:22]=3)[C:18]([C:27]3[CH:32]=[CH:31][C:30]([C:33]4([NH:37][C:38](=[O:44])[O:39][C:40]([CH3:43])([CH3:42])[CH3:41])[CH2:36][CH2:35][CH2:34]4)=[CH:29][CH:28]=3)=[N:17][C:15]=2[N:16]=1)(=O)=O)C1C=CC=CC=1.[CH3:45][N:46]1[CH2:51][CH2:50][NH:49][CH2:48][CH2:47]1. (4) Given the product [ClH:27].[Cl:27][C:25]1[CH:24]=[CH:23][C:22]2[N:16]([CH2:15][C:14]([OH:56])=[O:13])[C:17](=[O:55])[C@@H:18]([CH2:50][C:51]([O:53][CH3:54])=[O:52])[O:19][C@H:20]([C:28]3[CH:33]=[CH:32][CH:31]=[C:30]([O:34][CH2:35][CH2:36][CH2:37][NH:38][CH2:39][CH2:40][CH2:41][C:42]4[CH:43]=[CH:44][CH:45]=[CH:46][CH:47]=4)[C:29]=3[O:48][CH3:49])[C:21]=2[CH:26]=1, predict the reactants needed to synthesize it. The reactants are: C(O)(=O)/C=C/C(O)=O.C([O:13][C:14](=[O:56])[CH2:15][N:16]1[C:22]2[CH:23]=[CH:24][C:25]([Cl:27])=[CH:26][C:21]=2[C@@H:20]([C:28]2[CH:33]=[CH:32][CH:31]=[C:30]([O:34][CH2:35][CH2:36][CH2:37][NH:38][CH2:39][CH2:40][CH2:41][C:42]3[CH:47]=[CH:46][CH:45]=[CH:44][CH:43]=3)[C:29]=2[O:48][CH3:49])[O:19][C@H:18]([CH2:50][C:51]([O:53][CH3:54])=[O:52])[C:17]1=[O:55])(C)(C)C.Cl.C(OCC)(=O)C. (5) The reactants are: ClC1C=CN=C(C(Cl)=O)C=1.CNC.Cl[C:15]1[CH:20]=[CH:19][N:18]=[C:17]([C:21]([N:23]([CH3:25])[CH3:24])=[O:22])[CH:16]=1.[NH2:26][C:27]1[CH:32]=[CH:31][C:30]([OH:33])=[CH:29][CH:28]=1. Given the product [CH3:24][N:23]([CH3:25])[C:21]([C:17]1[CH:16]=[C:15]([O:33][C:30]2[CH:31]=[CH:32][C:27]([NH2:26])=[CH:28][CH:29]=2)[CH:20]=[CH:19][N:18]=1)=[O:22], predict the reactants needed to synthesize it. (6) Given the product [C:11]1([C:21]2[N:22]=[C:23]([C:26]([NH:4][C:3]3[CH:5]=[CH:6][CH:7]=[CH:8][C:2]=3[C:1]([OH:10])=[O:9])=[O:27])[S:24][CH:25]=2)[C:20]2[C:15](=[CH:16][CH:17]=[CH:18][CH:19]=2)[CH:14]=[CH:13][CH:12]=1, predict the reactants needed to synthesize it. The reactants are: [C:1]([OH:10])(=[O:9])[C:2]1[C:3](=[CH:5][CH:6]=[CH:7][CH:8]=1)[NH2:4].[C:11]1([C:21]2[N:22]=[C:23]([C:26](Cl)=[O:27])[S:24][CH:25]=2)[C:20]2[C:15](=[CH:16][CH:17]=[CH:18][CH:19]=2)[CH:14]=[CH:13][CH:12]=1. (7) Given the product [CH3:1][O:2][CH2:3][C:4]1[N:8]2[C:9](=[O:28])[N:10]([CH:12]3[CH2:17][CH2:16][NH:15][CH2:14][CH2:13]3)[CH2:11][C:7]2=[CH:6][N:5]=1, predict the reactants needed to synthesize it. The reactants are: [CH3:1][O:2][CH2:3][C:4]1[N:8]2[C:9](=[O:28])[N:10]([CH:12]3[CH2:17][CH2:16][N:15](C(OCC4C=CC=CC=4)=O)[CH2:14][CH2:13]3)[CH2:11][C:7]2=[CH:6][N:5]=1. (8) The reactants are: [ClH:1].[C:2]1([C:8]2[CH2:9][CH2:10][NH:11][CH2:12][CH:13]=2)[CH:7]=[CH:6][CH:5]=[CH:4][CH:3]=1.[H][H]. Given the product [ClH:1].[C:2]1([CH:8]2[CH2:9][CH2:10][NH:11][CH2:12][CH2:13]2)[CH:7]=[CH:6][CH:5]=[CH:4][CH:3]=1, predict the reactants needed to synthesize it. (9) Given the product [Cl:68][C:63]1[CH:64]=[CH:65][CH:66]=[CH:67][C:62]=1[CH:52]([N:43]([C:44]1[CH:49]=[CH:48][CH:47]=[C:46]([C:50]#[N:51])[CH:45]=1)[C:41]([C@@H:29]1[CH2:28][C@@H:27]([OH:26])[C:31](=[O:32])[N:30]1[C:33]1[CH:38]=[C:37]([C:39]#[N:40])[CH:36]=[CH:35][N:34]=1)=[O:42])[C:53]([NH:55][CH:56]1[CH2:59][C:58]([F:60])([F:61])[CH2:57]1)=[O:54], predict the reactants needed to synthesize it. The reactants are: CCCC[N+](CCCC)(CCCC)CCCC.[F-].[Si]([O:26][C@H:27]1[C:31](=[O:32])[N:30]([C:33]2[CH:38]=[C:37]([C:39]#[N:40])[CH:36]=[CH:35][N:34]=2)[C@H:29]([C:41]([N:43]([CH:52]([C:62]2[CH:67]=[CH:66][CH:65]=[CH:64][C:63]=2[Cl:68])[C:53]([NH:55][CH:56]2[CH2:59][C:58]([F:61])([F:60])[CH2:57]2)=[O:54])[C:44]2[CH:49]=[CH:48][CH:47]=[C:46]([C:50]#[N:51])[CH:45]=2)=[O:42])[CH2:28]1)(C(C)(C)C)(C)C.